This data is from Reaction yield outcomes from USPTO patents with 853,638 reactions. The task is: Predict the reaction yield, written as a fraction of the theoretical maximum amount of product (1.0 means a 100% yield; for example, 0.34 means a 34% yield). (1) The reactants are [Si]([O:8][CH2:9][C:10]1([CH3:40])[S:16][CH2:15][CH2:14][N:13]2[C:17]([C:20]3([C:23]4[CH:28]=[CH:27][C:26]([C:29]5[CH:30]=[CH:31][C:32]([C:35]([N:37]([CH3:39])[CH3:38])=[O:36])=[N:33][CH:34]=5)=[CH:25][CH:24]=4)[CH2:22][CH2:21]3)=[N:18][N:19]=[C:12]2[CH2:11]1)(C(C)(C)C)(C)C.Cl. The catalyst is CO. The product is [OH:8][CH2:9][C:10]1([CH3:40])[S:16][CH2:15][CH2:14][N:13]2[C:17]([C:20]3([C:23]4[CH:24]=[CH:25][C:26]([C:29]5[CH:30]=[CH:31][C:32]([C:35]([N:37]([CH3:39])[CH3:38])=[O:36])=[N:33][CH:34]=5)=[CH:27][CH:28]=4)[CH2:22][CH2:21]3)=[N:18][N:19]=[C:12]2[CH2:11]1. The yield is 0.650. (2) The catalyst is O1CCCC1. The reactants are [CH2:1]([C:4]1[C:8]([CH2:9][CH2:10][CH2:11][OH:12])=[CH:7][N:6]([C:13]2[CH:18]=[CH:17][C:16]([C:19]([F:22])([F:21])[F:20])=[CH:15][N:14]=2)[N:5]=1)[CH2:2][CH3:3].[CH2:23]([N:25]1[CH:29]=[C:28]([CH2:30][C:31]([O:33]C)=[O:32])[C:27](O)=[N:26]1)[CH3:24].C(P(CCCC)CCCC)CCC.N(C(N1CCCCC1)=O)=NC(N1CCCCC1)=O. The product is [CH2:23]([N:25]1[CH:29]=[C:28]([CH2:30][C:31]([OH:33])=[O:32])[C:27]([O:12][CH2:11][CH2:10][CH2:9][C:8]2[C:4]([CH2:1][CH2:2][CH3:3])=[N:5][N:6]([C:13]3[CH:18]=[CH:17][C:16]([C:19]([F:21])([F:20])[F:22])=[CH:15][N:14]=3)[CH:7]=2)=[N:26]1)[CH3:24]. The yield is 0.460. (3) The reactants are [F:1][C:2]1[CH:7]=[CH:6][CH:5]=[C:4]([F:8])[C:3]=1[N:9]1[C:14]2[N:15]=[C:16]([NH:32][CH2:33][CH2:34][N:35](C)[C:36](=O)OC(C)(C)C)[N:17]=[C:18]([C:19]3[CH:24]=[C:23]([C:25]([NH:27][CH:28]([CH3:30])[CH3:29])=[O:26])[CH:22]=[CH:21][C:20]=3[CH3:31])[C:13]=2[CH2:12][NH:11][C:10]1=[O:44].C(O)(C(F)(F)F)=O. The catalyst is C(Cl)Cl. The product is [F:1][C:2]1[CH:7]=[CH:6][CH:5]=[C:4]([F:8])[C:3]=1[N:9]1[C:14]2[N:15]=[C:16]([NH:32][CH2:33][CH2:34][NH:35][CH3:36])[N:17]=[C:18]([C:19]3[CH:24]=[C:23]([CH:22]=[CH:21][C:20]=3[CH3:31])[C:25]([NH:27][CH:28]([CH3:29])[CH3:30])=[O:26])[C:13]=2[CH2:12][NH:11][C:10]1=[O:44]. The yield is 0.730. (4) The reactants are [CH2:1]([NH2:13])[CH2:2][CH2:3][CH2:4][CH2:5][CH2:6][CH2:7][CH2:8][CH2:9][CH2:10][CH2:11][CH3:12].[Li]CCCC.C([O:21][C:22](=O)[C:23]1[CH:28]=[C:27]([C:29]2[CH:34]=[CH:33][CH:32]=[C:31]([C:35]([F:38])([F:37])[F:36])[CH:30]=2)[C:26]([O:39][CH2:40][CH2:41][OH:42])=[C:25]([C:43]2[CH:48]=[CH:47][CH:46]=[C:45]([C:49]([F:52])([F:51])[F:50])[CH:44]=2)[CH:24]=1)C.Cl. The catalyst is C1COCC1. The product is [CH2:1]([NH:13][C:22](=[O:21])[C:23]1[CH:24]=[C:25]([C:43]2[CH:48]=[CH:47][CH:46]=[C:45]([C:49]([F:51])([F:52])[F:50])[CH:44]=2)[C:26]([O:39][CH2:40][CH2:41][OH:42])=[C:27]([C:29]2[CH:34]=[CH:33][CH:32]=[C:31]([C:35]([F:38])([F:37])[F:36])[CH:30]=2)[CH:28]=1)[CH2:2][CH2:3][CH2:4][CH2:5][CH2:6][CH2:7][CH2:8][CH2:9][CH2:10][CH2:11][CH3:12]. The yield is 0.930. (5) The reactants are [OH:1][C:2]1[CH:10]=[CH:9][CH:8]=[C:7]2[C:3]=1[CH:4]=[C:5]([CH3:11])[NH:6]2.[H-].[Na+].[CH2:14](Br)[C:15]1[CH:20]=[CH:19][CH:18]=[CH:17][CH:16]=1. The catalyst is CN(C=O)C.C(OCC)(=O)C. The product is [CH2:14]([N:6]1[C:7]2[C:3](=[C:2]([O:1][CH2:4][C:3]3[CH:7]=[CH:8][CH:9]=[CH:10][CH:2]=3)[CH:10]=[CH:9][CH:8]=2)[CH:4]=[C:5]1[CH3:11])[C:15]1[CH:20]=[CH:19][CH:18]=[CH:17][CH:16]=1. The yield is 0.720.